This data is from Reaction yield outcomes from USPTO patents with 853,638 reactions. The task is: Predict the reaction yield, written as a fraction of the theoretical maximum amount of product (1.0 means a 100% yield; for example, 0.34 means a 34% yield). The reactants are C([O:4][C:5]1[CH:6]=[C:7]([O:11][C:12]2[CH:17]=[CH:16][C:15]([C:18]3[N:22]([CH:23]4[CH2:28][CH2:27][CH2:26][CH2:25][CH2:24]4)[C:21]4[CH:29]=[CH:30][C:31]([C:33]([O:35][CH2:36][CH3:37])=[O:34])=[CH:32][C:20]=4[N:19]=3)=[CH:14][CH:13]=2)[CH:8]=[CH:9][CH:10]=1)(=O)C.C(=O)([O-])[O-].[K+].[K+]. The catalyst is CO.O1CCCC1. The product is [CH:23]1([N:22]2[C:21]3[CH:29]=[CH:30][C:31]([C:33]([O:35][CH2:36][CH3:37])=[O:34])=[CH:32][C:20]=3[N:19]=[C:18]2[C:15]2[CH:14]=[CH:13][C:12]([O:11][C:7]3[CH:8]=[CH:9][CH:10]=[C:5]([OH:4])[CH:6]=3)=[CH:17][CH:16]=2)[CH2:24][CH2:25][CH2:26][CH2:27][CH2:28]1. The yield is 0.970.